This data is from Full USPTO retrosynthesis dataset with 1.9M reactions from patents (1976-2016). The task is: Predict the reactants needed to synthesize the given product. (1) Given the product [CH:12]1[C:24]2[CH:23]([CH2:25][O:26][C:27]([NH:1][CH2:2][C:3]3[CH:4]=[CH:5][C:6]([C:7]([OH:9])=[O:8])=[CH:10][CH:11]=3)=[O:28])[C:22]3[C:17](=[CH:18][CH:19]=[CH:20][CH:21]=3)[C:16]=2[CH:15]=[CH:14][CH:13]=1, predict the reactants needed to synthesize it. The reactants are: [NH2:1][CH2:2][C:3]1[CH:11]=[CH:10][C:6]([C:7]([OH:9])=[O:8])=[CH:5][CH:4]=1.[CH:12]1[C:24]2[CH:23]([CH2:25][O:26][C:27](ON3C(=O)CCC3=O)=[O:28])[C:22]3[C:17](=[CH:18][CH:19]=[CH:20][CH:21]=3)[C:16]=2[CH:15]=[CH:14][CH:13]=1.CC(C)=O.Cl. (2) Given the product [C:15]1([CH3:22])[CH:16]=[CH:17][CH:18]=[C:19]([CH:1]=[O:2])[C:20]=1[CH3:3], predict the reactants needed to synthesize it. The reactants are: [CH2:1]=[O:2].[C:3]1(O)C=CC=CC=1.S(=O)(=O)(O)O.[C:15]1([CH3:22])[CH:20]=[CH:19][CH:18]=[C:17](C)[CH:16]=1. (3) Given the product [CH2:10]([O:12][C:13]([NH:15][C:16]([NH2:7])=[S:17])=[O:14])[CH3:11].[CH3:1][O:2][C:3]1[CH:4]=[CH:5][C:6]([NH2:9])=[N:7][CH:8]=1, predict the reactants needed to synthesize it. The reactants are: [CH3:1][O:2][C:3]1[CH:4]=[CH:5][C:6]([NH2:9])=[N:7][CH:8]=1.[CH2:10]([O:12][C:13]([N:15]=[C:16]=[S:17])=[O:14])[CH3:11]. (4) The reactants are: [CH2:1]([O:3][C:4](=[O:28])[CH2:5][C:6]1[CH:7]=[C:8]([C:14]2[CH:19]=[CH:18][C:17]([C:20]([F:23])([F:22])[F:21])=[CH:16][C:15]=2[CH2:24][NH:25][CH2:26][CH3:27])[C:9]([O:12][CH3:13])=[CH:10][CH:11]=1)[CH3:2].C(N(C(C)C)CC)(C)C.[C:38](Cl)(Cl)=[O:39].[NH2:42][CH2:43][C:44]1[CH:49]=[CH:48][CH:47]=[CH:46][N:45]=1.C(N(CC)CC)C. Given the product [CH2:1]([O:3][C:4](=[O:28])[CH2:5][C:6]1[CH:7]=[C:8]([C:14]2[CH:19]=[CH:18][C:17]([C:20]([F:23])([F:21])[F:22])=[CH:16][C:15]=2[CH2:24][N:25]([CH2:26][CH3:27])[C:38]([NH:42][CH2:43][C:44]2[CH:49]=[CH:48][CH:47]=[CH:46][N:45]=2)=[O:39])[C:9]([O:12][CH3:13])=[CH:10][CH:11]=1)[CH3:2], predict the reactants needed to synthesize it. (5) Given the product [N:1]([C:4]1[C:9]([Cl:10])=[CH:8][N:7]=[CH:6][C:5]=1/[CH:11]=[N:13]/[C:14]1[C:15]([Cl:23])=[CH:16][C:17]([C:18]#[N:19])=[CH:20][C:21]=1[Cl:22])=[N+:2]=[N-:3], predict the reactants needed to synthesize it. The reactants are: [N:1]([C:4]1[C:9]([Cl:10])=[CH:8][N:7]=[CH:6][C:5]=1[CH:11]=O)=[N+:2]=[N-:3].[NH2:13][C:14]1[C:21]([Cl:22])=[CH:20][C:17]([C:18]#[N:19])=[CH:16][C:15]=1[Cl:23].C(N(CC)CC)C.